This data is from Retrosynthesis with 50K atom-mapped reactions and 10 reaction types from USPTO. The task is: Predict the reactants needed to synthesize the given product. (1) Given the product CC(=O)Nc1ccc(CCN2CCN(c3nsc4ccccc34)CC2)cc1Br, predict the reactants needed to synthesize it. The reactants are: CC(=O)Cl.Nc1ccc(CCN2CCN(c3nsc4ccccc34)CC2)cc1Br. (2) Given the product O=C(Nc1cc(C(F)(F)F)ccc1O)c1ccncc1I, predict the reactants needed to synthesize it. The reactants are: Nc1cc(C(F)(F)F)ccc1O.O=C(O)c1ccncc1I. (3) Given the product CCOC(=O)C1CCCN(CCCl)C1, predict the reactants needed to synthesize it. The reactants are: CCOC(=O)C1CCCNC1.ClCCBr. (4) Given the product O=C1[C@@H]2COCCN2c2nc(Cl)ncc2N1C1CCc2ccccc21, predict the reactants needed to synthesize it. The reactants are: O=C(N[C@H]1CCc2ccccc21)C1COCCN1c1nc(Cl)ncc1Br. (5) Given the product CCOC(=O)C1(c2ccc(-c3ccc(-c4onc(C)c4NC4CCN(Cc5ccccc5)CC4)cc3)cc2)CC1, predict the reactants needed to synthesize it. The reactants are: CCOC(=O)C1(c2ccc(B3OC(C)(C)C(C)(C)O3)cc2)CC1.Cc1noc(-c2ccc(Br)cc2)c1NC1CCN(Cc2ccccc2)CC1.